From a dataset of Full USPTO retrosynthesis dataset with 1.9M reactions from patents (1976-2016). Predict the reactants needed to synthesize the given product. Given the product [CH3:9][O:8][C:7]1[CH:6]=[CH:5][C:4]([S:10](=[O:12])(=[O:11])[NH:13][C:14]2[CH:19]=[CH:18][C:17]([N:20]3[CH2:25][CH2:24][O:23][CH2:22][CH2:21]3)=[CH:16][CH:15]=2)=[CH:3][C:2]=1[C:32]1[CH:33]=[CH:34][C:29]([C:26]([OH:28])=[O:27])=[CH:30][CH:31]=1, predict the reactants needed to synthesize it. The reactants are: Br[C:2]1[CH:3]=[C:4]([S:10]([NH:13][C:14]2[CH:19]=[CH:18][C:17]([N:20]3[CH2:25][CH2:24][O:23][CH2:22][CH2:21]3)=[CH:16][CH:15]=2)(=[O:12])=[O:11])[CH:5]=[CH:6][C:7]=1[O:8][CH3:9].[C:26]([C:29]1[CH:34]=[CH:33][C:32](B(O)O)=[CH:31][CH:30]=1)([OH:28])=[O:27].